Dataset: Catalyst prediction with 721,799 reactions and 888 catalyst types from USPTO. Task: Predict which catalyst facilitates the given reaction. (1) Reactant: Br[CH:2]([C:22]1[CH:27]=[CH:26][N:25]=[C:24]([Cl:28])[N:23]=1)[C:3]([C:5]1[CH:6]=[C:7]([NH:11][C:12](=[O:21])[C:13]2[C:18]([F:19])=[CH:17][CH:16]=[CH:15][C:14]=2[F:20])[CH:8]=[CH:9][CH:10]=1)=O.[NH2:29][C:30]([NH2:32])=[O:31]. Product: [NH2:32][C:30]1[O:31][C:2]([C:22]2[CH:27]=[CH:26][N:25]=[C:24]([Cl:28])[N:23]=2)=[C:3]([C:5]2[CH:6]=[C:7]([NH:11][C:12](=[O:21])[C:13]3[C:18]([F:19])=[CH:17][CH:16]=[CH:15][C:14]=3[F:20])[CH:8]=[CH:9][CH:10]=2)[N:29]=1. The catalyst class is: 258. (2) Reactant: [Cl:1][C:2]1[S:6][C:5]([C:7]([C:15]2[CH:16]=[C:17]3[C:22](=[CH:23][CH:24]=2)[N:21]=[C:20]([O:25]C)[CH:19]=[C:18]3[C:27]2[CH:32]=[CH:31][CH:30]=[C:29]([O:33][CH2:34][CH3:35])[CH:28]=2)([C:9]2[N:10]([CH3:14])[CH:11]=[N:12][CH:13]=2)[OH:8])=[CH:4][CH:3]=1.Cl. Product: [Cl:1][C:2]1[S:6][C:5]([C:7]([OH:8])([C:9]2[N:10]([CH3:14])[CH:11]=[N:12][CH:13]=2)[C:15]2[CH:16]=[C:17]3[C:22](=[CH:23][CH:24]=2)[NH:21][C:20](=[O:25])[CH:19]=[C:18]3[C:27]2[CH:32]=[CH:31][CH:30]=[C:29]([O:33][CH2:34][CH3:35])[CH:28]=2)=[CH:4][CH:3]=1. The catalyst class is: 1. (3) Reactant: [NH2:1][CH:2]1[C:10]2[CH:9]=[N:8][CH:7]=[C:6]([N:11]3[CH2:19][C:18]4[C:13](=[CH:14][CH:15]=[C:16]([Cl:20])[CH:17]=4)[C:12]3=[O:21])[C:5]=2[CH2:4][CH2:3]1.CCN(CC)CC.[C:29](Cl)(=[O:31])[CH3:30]. Product: [Cl:20][C:16]1[CH:17]=[C:18]2[C:13](=[CH:14][CH:15]=1)[C:12](=[O:21])[N:11]([C:6]1[C:5]3[CH2:4][CH2:3][CH:2]([NH:1][C:29](=[O:31])[CH3:30])[C:10]=3[CH:9]=[N:8][CH:7]=1)[CH2:19]2. The catalyst class is: 2. (4) Reactant: [C:1]([C:5]1[CH:9]=[C:8](/[CH:10]=[CH:11]/[C:12]([O:14][CH2:15][CH3:16])=[O:13])[N:7]([CH2:17][C:18]2[CH:23]=[CH:22][C:21]([C:24]([F:27])([F:26])[F:25])=[CH:20][C:19]=2[Cl:28])[N:6]=1)([CH3:4])([CH3:3])[CH3:2]. Product: [C:1]([C:5]1[CH:9]=[C:8]([CH2:10][CH2:11][C:12]([O:14][CH2:15][CH3:16])=[O:13])[N:7]([CH2:17][C:18]2[CH:23]=[CH:22][C:21]([C:24]([F:27])([F:26])[F:25])=[CH:20][C:19]=2[Cl:28])[N:6]=1)([CH3:2])([CH3:3])[CH3:4]. The catalyst class is: 481.